From a dataset of NCI-60 drug combinations with 297,098 pairs across 59 cell lines. Regression. Given two drug SMILES strings and cell line genomic features, predict the synergy score measuring deviation from expected non-interaction effect. (1) Drug 1: CC(CN1CC(=O)NC(=O)C1)N2CC(=O)NC(=O)C2. Drug 2: C1=CC=C(C=C1)NC(=O)CCCCCCC(=O)NO. Cell line: CCRF-CEM. Synergy scores: CSS=79.9, Synergy_ZIP=-2.43, Synergy_Bliss=-4.24, Synergy_Loewe=-2.51, Synergy_HSA=-2.19. (2) Drug 1: CC1OCC2C(O1)C(C(C(O2)OC3C4COC(=O)C4C(C5=CC6=C(C=C35)OCO6)C7=CC(=C(C(=C7)OC)O)OC)O)O. Drug 2: CCC1(CC2CC(C3=C(CCN(C2)C1)C4=CC=CC=C4N3)(C5=C(C=C6C(=C5)C78CCN9C7C(C=CC9)(C(C(C8N6C=O)(C(=O)OC)O)OC(=O)C)CC)OC)C(=O)OC)O.OS(=O)(=O)O. Cell line: SK-OV-3. Synergy scores: CSS=27.8, Synergy_ZIP=-0.246, Synergy_Bliss=2.87, Synergy_Loewe=2.82, Synergy_HSA=2.13. (3) Drug 1: C1CCC(C1)C(CC#N)N2C=C(C=N2)C3=C4C=CNC4=NC=N3. Drug 2: C#CCC(CC1=CN=C2C(=N1)C(=NC(=N2)N)N)C3=CC=C(C=C3)C(=O)NC(CCC(=O)O)C(=O)O. Cell line: HOP-92. Synergy scores: CSS=3.87, Synergy_ZIP=-1.14, Synergy_Bliss=-0.454, Synergy_Loewe=-1.39, Synergy_HSA=-1.20. (4) Drug 1: CC1CCC2CC(C(=CC=CC=CC(CC(C(=O)C(C(C(=CC(C(=O)CC(OC(=O)C3CCCCN3C(=O)C(=O)C1(O2)O)C(C)CC4CCC(C(C4)OC)OCCO)C)C)O)OC)C)C)C)OC. Drug 2: CC1CCCC2(C(O2)CC(NC(=O)CC(C(C(=O)C(C1O)C)(C)C)O)C(=CC3=CSC(=N3)C)C)C. Cell line: A498. Synergy scores: CSS=31.5, Synergy_ZIP=-1.97, Synergy_Bliss=-2.87, Synergy_Loewe=-10.1, Synergy_HSA=-0.826.